From a dataset of Catalyst prediction with 721,799 reactions and 888 catalyst types from USPTO. Predict which catalyst facilitates the given reaction. (1) The catalyst class is: 283. Reactant: OS(O)(=O)=O.CC(C)=O.OS(O)(=O)=O.O=[Cr](=O)=O.[OH:19][CH:20]1[CH2:25][CH2:24][CH2:23][CH2:22][CH:21]1[NH:26][C:27](=[O:36])[O:28][CH2:29][C:30]1[CH:35]=[CH:34][CH:33]=[CH:32][CH:31]=1. Product: [O:19]=[C:20]1[CH2:25][CH2:24][CH2:23][CH2:22][CH:21]1[NH:26][C:27](=[O:36])[O:28][CH2:29][C:30]1[CH:31]=[CH:32][CH:33]=[CH:34][CH:35]=1. (2) Reactant: C(OC([N:8]1[CH2:32][CH2:31][C:11]2([CH2:16][CH2:15][C:14]([C:25]3[CH:26]=[N:27][CH:28]=[CH:29][CH:30]=3)([O:17][CH2:18][CH2:19][N:20]3[CH2:24][CH2:23][CH2:22][CH2:21]3)[CH2:13][CH2:12]2)[CH2:10][CH2:9]1)=O)(C)(C)C.FC(F)(F)C(O)=O. Product: [N:27]1[CH:28]=[CH:29][CH:30]=[C:25]([C:14]2([O:17][CH2:18][CH2:19][N:20]3[CH2:24][CH2:23][CH2:22][CH2:21]3)[CH2:13][CH2:12][C:11]3([CH2:31][CH2:32][NH:8][CH2:9][CH2:10]3)[CH2:16][CH2:15]2)[CH:26]=1. The catalyst class is: 2. (3) The catalyst class is: 18. Product: [CH2:1]([O:3][C:4]([N:6]1[CH2:11][CH2:10][N:9]([C:12](=[O:38])[C@@H:13]([NH:23][C:24]([C:26]2[CH:30]=[C:29]([O:31][C:50]3([C:48]([O:47][CH2:45][CH3:46])=[O:49])[CH2:53][CH2:52][CH2:51]3)[N:28]([C:32]3[CH:37]=[CH:36][CH:35]=[CH:34][CH:33]=3)[N:27]=2)=[O:25])[CH2:14][CH2:15][C:16]([O:18][C:19]([CH3:22])([CH3:21])[CH3:20])=[O:17])[CH2:8][CH2:7]1)=[O:5])[CH3:2]. Reactant: [CH2:1]([O:3][C:4]([N:6]1[CH2:11][CH2:10][N:9]([C:12](=[O:38])[C@@H:13]([NH:23][C:24]([C:26]2[CH:30]=[C:29]([OH:31])[N:28]([C:32]3[CH:37]=[CH:36][CH:35]=[CH:34][CH:33]=3)[N:27]=2)=[O:25])[CH2:14][CH2:15][C:16]([O:18][C:19]([CH3:22])([CH3:21])[CH3:20])=[O:17])[CH2:8][CH2:7]1)=[O:5])[CH3:2].C(=O)([O-])[O-].[Cs+].[Cs+].[CH2:45]([O:47][C:48]([C:50]1(Br)[CH2:53][CH2:52][CH2:51]1)=[O:49])[CH3:46].